This data is from Full USPTO retrosynthesis dataset with 1.9M reactions from patents (1976-2016). The task is: Predict the reactants needed to synthesize the given product. The reactants are: S=[C:2]1[NH:7][C:6]2[C:8]3[CH:16]=[CH:15][CH:14]=[CH:13][C:9]=3[CH2:10][CH2:11][CH2:12][C:5]=2[C:4](=[O:17])[NH:3]1. Given the product [N:7]1[C:6]2[C:8]3[CH:16]=[CH:15][CH:14]=[CH:13][C:9]=3[CH2:10][CH2:11][CH2:12][C:5]=2[C:4](=[O:17])[NH:3][CH:2]=1, predict the reactants needed to synthesize it.